From a dataset of Full USPTO retrosynthesis dataset with 1.9M reactions from patents (1976-2016). Predict the reactants needed to synthesize the given product. (1) Given the product [Br:1][C:2]1[C:7]([CH3:8])=[CH:6][C:5]([CH2:9][CH2:10][C:20]([CH3:21])([OH:19])[CH2:24][OH:25])=[CH:4][C:3]=1[CH3:14], predict the reactants needed to synthesize it. The reactants are: [Br:1][C:2]1[C:7]([CH3:8])=[CH:6][C:5]([CH2:9][CH2:10]C(C)=C)=[CH:4][C:3]=1[CH3:14].C[N+]1([O-])[CH2:21][CH2:20][O:19]CC1.C[C:24](C)=[O:25]. (2) Given the product [Br:1][C:2]1[CH:7]=[CH:6][C:5]([N:8]2[C:13]([CH2:14][C@@H:15]3[CH2:19][CH2:18][N:17]([C:20]([CH:22]4[CH2:24][CH2:23]4)=[O:21])[CH2:16]3)=[N:12][NH:11][C:9]2=[O:10])=[C:4]([Cl:26])[CH:3]=1, predict the reactants needed to synthesize it. The reactants are: [Br:1][C:2]1[CH:7]=[CH:6][C:5]([NH:8][C:9]([NH:11][NH:12][C:13](=O)[CH2:14][C@@H:15]2[CH2:19][CH2:18][N:17]([C:20]([CH:22]3[CH2:24][CH2:23]3)=[O:21])[CH2:16]2)=[O:10])=[C:4]([Cl:26])[CH:3]=1.C([O-])([O-])=O.[K+].[K+].